This data is from Catalyst prediction with 721,799 reactions and 888 catalyst types from USPTO. The task is: Predict which catalyst facilitates the given reaction. Reactant: [F:1][C:2]1[CH:3]=[C:4]([O:9]C)[CH:5]=[CH:6][C:7]=1[CH3:8].B(Br)(Br)Br. Product: [F:1][C:2]1[CH:3]=[C:4]([OH:9])[CH:5]=[CH:6][C:7]=1[CH3:8]. The catalyst class is: 2.